The task is: Predict the reaction yield, written as a fraction of the theoretical maximum amount of product (1.0 means a 100% yield; for example, 0.34 means a 34% yield).. This data is from Reaction yield outcomes from USPTO patents with 853,638 reactions. (1) The reactants are [CH3:1][O:2][C:3](=[O:15])[C:4](=[N+]=[N-])[C:5]1[CH:10]=[CH:9][C:8]([Cl:11])=[C:7]([Cl:12])[CH:6]=1.[CH:16]1([OH:22])[CH2:21][CH2:20][CH2:19][CH2:18][CH2:17]1.O. The catalyst is ClCCl.CC(O)=O.CC(O)=O.CC(O)=O.CC(O)=O.[Rh].[Rh]. The product is [CH3:1][O:2][C:3](=[O:15])[CH:4]([O:22][CH:16]1[CH2:21][CH2:20][CH2:19][CH2:18][CH2:17]1)[C:5]1[CH:10]=[CH:9][C:8]([Cl:11])=[C:7]([Cl:12])[CH:6]=1. The yield is 0.740. (2) The reactants are [NH:1]1[C:9]2[C:4](=[CH:5][CH:6]=[CH:7][CH:8]=2)[C:3](/[CH:10]=[C:11]2\[O:12][C:13]3[CH:20]=[C:19]([OH:21])[CH:18]=[CH:17][C:14]=3[C:15]\2=[O:16])=[CH:2]1.[CH3:22][N:23]([CH3:32])[C:24]([N:26]1[CH2:31][CH2:30][NH:29][CH2:28][CH2:27]1)=[O:25].[CH2:33]=O. The catalyst is C(O)C. The product is [NH:1]1[C:9]2[C:4](=[CH:5][CH:6]=[CH:7][CH:8]=2)[C:3](/[CH:10]=[C:11]2\[O:12][C:13]3[C:20]([CH2:33][N:29]4[CH2:28][CH2:27][N:26]([C:24]([N:23]([CH3:32])[CH3:22])=[O:25])[CH2:31][CH2:30]4)=[C:19]([OH:21])[CH:18]=[CH:17][C:14]=3[C:15]\2=[O:16])=[CH:2]1. The yield is 0.550. (3) The reactants are C[O:2][C:3](=[O:35])[CH:4]([NH:16][C:17]1[CH:22]=[CH:21][CH:20]=[CH:19][C:18]=1[C:23](=[O:34])[C:24]1[CH:29]=[CH:28][C:27]([C:30]([CH3:33])([CH3:32])[CH3:31])=[CH:26][CH:25]=1)[CH2:5][C:6]1[CH:11]=[CH:10][C:9]([O:12][CH2:13][CH2:14]Br)=[CH:8][CH:7]=1.[CH:36]1[C:48]2[NH:47][C:46]3[C:41](=[CH:42][CH:43]=[CH:44][CH:45]=3)[C:40]=2[CH:39]=[CH:38][CH:37]=1.[OH-].[Na+]. The catalyst is C1C=CC=CC=1.[Br-].C([N+](CCCC)(CCCC)CCCC)CCC. The yield is 0.470. The product is [C:30]([C:27]1[CH:26]=[CH:25][C:24]([C:23]([C:18]2[CH:19]=[CH:20][CH:21]=[CH:22][C:17]=2[NH:16][CH:4]([CH2:5][C:6]2[CH:11]=[CH:10][C:9]([O:12][CH2:13][CH2:14][C:45]3[C:46]4[NH:47][C:48]5[C:40](=[CH:39][CH:38]=[CH:37][CH:36]=5)[C:41]=4[CH:42]=[CH:43][CH:44]=3)=[CH:8][CH:7]=2)[C:3]([OH:2])=[O:35])=[O:34])=[CH:29][CH:28]=1)([CH3:33])([CH3:31])[CH3:32]. (4) The reactants are [F:1][C:2]1[CH:3]=[C:4]([CH:8]=[CH:9][C:10]=1[OH:11])[C:5]([OH:7])=[O:6].S(=O)(=O)(O)O.[CH2:17](O)[CH3:18]. No catalyst specified. The product is [CH2:17]([O:6][C:5](=[O:7])[C:4]1[CH:8]=[CH:9][C:10]([OH:11])=[C:2]([F:1])[CH:3]=1)[CH3:18]. The yield is 0.850. (5) The reactants are Cl.[F:2][C@@H:3]1[CH2:7][NH:6][C@H:5]([C:8]([O:10][CH3:11])=[O:9])[CH2:4]1.C(N(CC)CC)C.[C:19]([C:23]1[CH:28]=[C:27]([CH3:29])[C:26]([S:30](F)=[O:31])=[C:25]([CH3:33])[CH:24]=1)([CH3:22])([CH3:21])[CH3:20]. The catalyst is ClCCl. The product is [C:19]([C:23]1[CH:24]=[C:25]([CH3:33])[C:26]([S:30]([N:6]2[CH2:7][C@@H:3]([F:2])[CH2:4][C@H:5]2[C:8]([O:10][CH3:11])=[O:9])=[O:31])=[C:27]([CH3:29])[CH:28]=1)([CH3:22])([CH3:21])[CH3:20]. The yield is 0.780. (6) The reactants are Br[C:2]1[CH:3]=[C:4]2[C:13](=[CH:14][C:15]=1[C:16]([F:19])([F:18])[F:17])[O:12][CH2:11][C:10]1[N:5]2[CH:6]([CH3:29])[C:7](=[O:28])[N:8]([CH2:20][O:21][CH2:22][CH2:23][Si:24]([CH3:27])([CH3:26])[CH3:25])[N:9]=1.[CH3:30][C:31]1([NH2:42])[CH2:34][N:33]([C:35]([O:37][C:38]([CH3:41])([CH3:40])[CH3:39])=[O:36])[CH2:32]1.C([O-])([O-])=O.[Cs+].[Cs+].C1C=CC(P(C2C(C3C(P(C4C=CC=CC=4)C4C=CC=CC=4)=CC=C4C=3C=CC=C4)=C3C(C=CC=C3)=CC=2)C2C=CC=CC=2)=CC=1. The catalyst is C1(C)C=CC=CC=1.C(O[Pd]OC(=O)C)(=O)C. The product is [C:38]([O:37][C:35]([N:33]1[CH2:34][C:31]([CH3:30])([NH:42][C:2]2[CH:3]=[C:4]3[C:13](=[CH:14][C:15]=2[C:16]([F:19])([F:18])[F:17])[O:12][CH2:11][C:10]2[N:5]3[CH:6]([CH3:29])[C:7](=[O:28])[N:8]([CH2:20][O:21][CH2:22][CH2:23][Si:24]([CH3:27])([CH3:26])[CH3:25])[N:9]=2)[CH2:32]1)=[O:36])([CH3:41])([CH3:39])[CH3:40]. The yield is 0.910. (7) The reactants are [CH2:1]1[C:10]2[C:5](=[CH:6][CH:7]=[CH:8][CH:9]=2)[CH2:4][CH2:3][N:2]1[CH2:11][CH2:12][CH2:13][CH2:14][O:15][C:16]1[CH:17]=[CH:18][C:19]2[CH2:25][CH2:24][NH:23][C:22](=[O:26])[NH:21][C:20]=2[N:27]=1.[Cl:28]C1C=CC=C2C=1CCNC2. No catalyst specified. The product is [Cl:28][C:6]1[CH:7]=[CH:8][CH:9]=[C:10]2[C:5]=1[CH2:4][CH2:3][N:2]([CH2:11][CH2:12][CH2:13][CH2:14][O:15][C:16]1[CH:17]=[CH:18][C:19]3[CH2:25][CH2:24][NH:23][C:22](=[O:26])[NH:21][C:20]=3[N:27]=1)[CH2:1]2. The yield is 0.330.